From a dataset of HIV replication inhibition screening data with 41,000+ compounds from the AIDS Antiviral Screen. Binary Classification. Given a drug SMILES string, predict its activity (active/inactive) in a high-throughput screening assay against a specified biological target. (1) The molecule is Cc1cn(C(C)OCCN(OC(=O)Oc2ccccc2)C(=O)Oc2ccccc2)c(=O)[nH]c1=O. The result is 0 (inactive). (2) The compound is C=C(Br)CN(CC(=C)Br)C(C)=O. The result is 0 (inactive). (3) The molecule is CCOc1cc2c(cc1OC)c[n+](C)c1c3cc(OC)c(OC)cc3ccc21.[ClH2+]. The result is 0 (inactive). (4) The result is 0 (inactive). The drug is CN(C)C1=NC2=S(SC(Nc3ccccc3)=N2)S1.